This data is from Reaction yield outcomes from USPTO patents with 853,638 reactions. The task is: Predict the reaction yield, written as a fraction of the theoretical maximum amount of product (1.0 means a 100% yield; for example, 0.34 means a 34% yield). (1) The reactants are [F:1][C:2]1[CH:3]=[C:4]([CH2:9][C:10]([OH:12])=O)[CH:5]=[CH:6][C:7]=1[F:8].S(Cl)([Cl:15])=O. The catalyst is ClCCCl. The product is [F:1][C:2]1[CH:3]=[C:4]([CH2:9][C:10]([Cl:15])=[O:12])[CH:5]=[CH:6][C:7]=1[F:8]. The yield is 1.00. (2) The reactants are [Cl:1][C:2]1[N:7]=[C:6]([N:8]([CH3:13])[S:9]([CH3:12])(=[O:11])=[O:10])[C:5]([F:14])=[C:4](Cl)[N:3]=1.[CH:16]([O:19][C:20]1[NH:24][N:23]=[C:22]([NH2:25])[CH:21]=1)([CH3:18])[CH3:17].CCN(C(C)C)C(C)C. The catalyst is CCCCO. The product is [Cl:1][C:2]1[N:7]=[C:6]([N:8]([CH3:13])[S:9]([CH3:12])(=[O:11])=[O:10])[C:5]([F:14])=[C:4]([NH:25][C:22]2[CH:21]=[C:20]([O:19][CH:16]([CH3:18])[CH3:17])[NH:24][N:23]=2)[N:3]=1. The yield is 0.460. (3) The reactants are Cl[C:2]1[N:9]=[C:8]([Cl:10])[CH:7]=[CH:6][C:3]=1[C:4]#[N:5].[F:11][C:12]1[CH:17]=C[C:15](CN)=[CH:14][CH:13]=1.C([N:22]([CH2:25][CH3:26])CC)C. The catalyst is CN1C(=O)CCC1.O. The product is [Cl:10][C:8]1[CH:7]=[CH:6][C:3]([C:4]#[N:5])=[C:2]([NH:22][CH2:25][C:26]2[CH:15]=[CH:14][CH:13]=[C:12]([F:11])[CH:17]=2)[N:9]=1. The yield is 0.800. (4) The reactants are FC(F)(F)C(O)=O.[Cl:8][C:9]1[CH:14]=[C:13]([Cl:15])[CH:12]=[CH:11][C:10]=1[C@H:16]([N:18]1[C:22]2[CH:23]=[C:24]([N:27]3[CH2:32][CH2:31][N:30]([C:33]([C@H:35]4[CH2:39][CH2:38][CH2:37][N:36]4C(OC(C)(C)C)=O)=[O:34])[C@H:29]([CH2:47][OH:48])[CH2:28]3)[CH:25]=[CH:26][C:21]=2[N:20]=[N:19]1)[CH3:17]. The yield is 0.590. The product is [Cl:8][C:9]1[CH:14]=[C:13]([Cl:15])[CH:12]=[CH:11][C:10]=1[C@H:16]([N:18]1[C:22]2[CH:23]=[C:24]([N:27]3[CH2:32][CH2:31][N:30]([C:33]([C@H:35]4[CH2:39][CH2:38][CH2:37][NH:36]4)=[O:34])[C@H:29]([CH2:47][OH:48])[CH2:28]3)[CH:25]=[CH:26][C:21]=2[N:20]=[N:19]1)[CH3:17]. The catalyst is ClCCl. (5) The yield is 0.490. The catalyst is ClCCl.C(N(CC)CC)C. The reactants are [Br:1][C:2]1[CH:3]=[C:4]([CH2:7][NH:8][CH3:9])[S:5][CH:6]=1.[C:18](O[C:18]([O:20][C:21]([CH3:24])([CH3:23])[CH3:22])=[O:19])([O:20][C:21]([CH3:24])([CH3:23])[CH3:22])=[O:19].O. The product is [Br:1][C:2]1[CH:3]=[C:4]([CH2:7][N:8]([CH3:9])[C:18](=[O:19])[O:20][C:21]([CH3:22])([CH3:23])[CH3:24])[S:5][CH:6]=1.